From a dataset of Catalyst prediction with 721,799 reactions and 888 catalyst types from USPTO. Predict which catalyst facilitates the given reaction. (1) Reactant: [CH2:1]([NH2:5])[CH2:2][CH2:3][NH2:4].Cl[C:7]1[C:16]2[C:11](=[N:12][CH:13]=[CH:14][N:15]=2)[CH:10]=[C:9]([Cl:17])[N:8]=1. Product: [NH2:4][CH2:3][CH2:2][CH2:1][NH:5][C:7]1[C:16]2[C:11](=[N:12][CH:13]=[CH:14][N:15]=2)[CH:10]=[C:9]([Cl:17])[N:8]=1. The catalyst class is: 5. (2) Reactant: [Br:1][C:2]1[C:7]([CH2:8]Br)=[CH:6][CH:5]=[CH:4][C:3]=1[CH2:10]Br.[F:12][C:13]([F:22])([F:21])[C:14]1[CH:19]=[CH:18][CH:17]=[CH:16][C:15]=1[OH:20].[C:23](=[O:26])([O-])[O-].[K+].[K+]. Product: [Br:1][C:2]1[C:7]([CH2:8][O:20][C:15]2[CH:16]=[CH:17][CH:18]=[CH:19][C:14]=2[C:13]([F:21])([F:22])[F:12])=[CH:6][CH:5]=[CH:4][C:3]=1[CH2:10][O:26][C:23]1[CH:18]=[CH:17][CH:16]=[CH:15][C:14]=1[C:13]([F:22])([F:21])[F:12]. The catalyst class is: 21. (3) Reactant: [C:1]([O:5][C:6]([N:8]1[C:22]2[C:23]3[C:10]([CH2:11][C@@H:12]4[C@@H:17]([C:18]=3[CH:19]=[CH:20][CH:21]=2)[CH2:16][C@@H:15]([CH2:24][OH:25])[CH2:14][N:13]4[C:26]([O:28][C:29]([CH3:32])([CH3:31])[CH3:30])=[O:27])=[CH:9]1)=[O:7])([CH3:4])([CH3:3])[CH3:2].O.CC1(C)N([O])C(C)(C)CCC1.C(O)(=[O:47])C.C(O)(=O)C.IC1C=CC=CC=1. Product: [C:1]([O:5][C:6]([N:8]1[C:22]2[C:23]3[C:10]([CH2:11][C@@H:12]4[C@@H:17]([C:18]=3[CH:19]=[CH:20][CH:21]=2)[CH2:16][C@@H:15]([C:24]([OH:47])=[O:25])[CH2:14][N:13]4[C:26]([O:28][C:29]([CH3:32])([CH3:31])[CH3:30])=[O:27])=[CH:9]1)=[O:7])([CH3:3])([CH3:4])[CH3:2]. The catalyst class is: 4. (4) Reactant: [N:1]([C:10]1[CH:16]=[CH:15][C:13]([NH2:14])=[CH:12][CH:11]=1)=[N:2][C:3]1[CH:9]=[CH:8][C:6]([NH2:7])=[CH:5][CH:4]=1.[C:17](Cl)(=[O:20])[CH2:18][CH3:19]. Product: [C:17]([NH:14][C:13]1[CH:15]=[CH:16][C:10]([N:1]=[N:2][C:3]2[CH:4]=[CH:5][C:6]([NH2:7])=[CH:8][CH:9]=2)=[CH:11][CH:12]=1)(=[O:20])[CH2:18][CH3:19]. The catalyst class is: 13. (5) Reactant: Cl.[NH2:2][OH:3].O[C:5]1[C:6](=[O:15])[O:7][C:8]2[C:13]([CH:14]=1)=[CH:12][CH:11]=[CH:10][CH:9]=2.C([O-])(=O)C.[Na+]. Product: [O:3]1[C:12]2[CH:11]=[CH:10][CH:9]=[CH:8][C:13]=2[C:14]([CH2:5][C:6]([OH:15])=[O:7])=[N:2]1. The catalyst class is: 5.